Dataset: Catalyst prediction with 721,799 reactions and 888 catalyst types from USPTO. Task: Predict which catalyst facilitates the given reaction. (1) Reactant: [CH2:1]([O:19][CH2:20][C:21]([CH2:65][O:66][CH2:67][CH2:68][CH2:69][CH2:70][CH2:71][CH2:72][CH2:73][CH2:74][CH2:75][CH2:76][CH2:77][CH2:78][CH2:79][CH2:80][CH2:81][CH2:82][CH2:83][CH3:84])([CH2:45][O:46][CH2:47][CH2:48][CH2:49][CH2:50][CH2:51][CH2:52][CH2:53][CH2:54][CH2:55][CH2:56][CH2:57][CH2:58][CH2:59][CH2:60][CH2:61][CH2:62][CH2:63][CH3:64])[CH2:22][O:23][C:24]1[CH:36]=[CH:35][C:34]2[C:33]3[C:28](=[CH:29][CH:30]=[CH:31][CH:32]=3)[C:27]([C:38]3[CH:43]=[CH:42][C:41]([Cl:44])=[CH:40][CH:39]=3)(O)[C:26]=2[CH:25]=1)[CH2:2][CH2:3][CH2:4][CH2:5][CH2:6][CH2:7][CH2:8][CH2:9][CH2:10][CH2:11][CH2:12][CH2:13][CH2:14][CH2:15][CH2:16][CH2:17][CH3:18].C([Br:88])(=O)C. Product: [CH2:1]([O:19][CH2:20][C:21]([CH2:65][O:66][CH2:67][CH2:68][CH2:69][CH2:70][CH2:71][CH2:72][CH2:73][CH2:74][CH2:75][CH2:76][CH2:77][CH2:78][CH2:79][CH2:80][CH2:81][CH2:82][CH2:83][CH3:84])([CH2:45][O:46][CH2:47][CH2:48][CH2:49][CH2:50][CH2:51][CH2:52][CH2:53][CH2:54][CH2:55][CH2:56][CH2:57][CH2:58][CH2:59][CH2:60][CH2:61][CH2:62][CH2:63][CH3:64])[CH2:22][O:23][C:24]1[CH:36]=[CH:35][C:34]2[C:33]3[C:28](=[CH:29][CH:30]=[CH:31][CH:32]=3)[C:27]([C:38]3[CH:43]=[CH:42][C:41]([Cl:44])=[CH:40][CH:39]=3)([Br:88])[C:26]=2[CH:25]=1)[CH2:2][CH2:3][CH2:4][CH2:5][CH2:6][CH2:7][CH2:8][CH2:9][CH2:10][CH2:11][CH2:12][CH2:13][CH2:14][CH2:15][CH2:16][CH2:17][CH3:18]. The catalyst class is: 22. (2) Reactant: [C:1]([O:6][CH3:7])(=[O:5])[C:2]([CH3:4])=[CH2:3].[C:8]([OH:13])(=[O:12])[C:9]([CH3:11])=[CH2:10]. Product: [C:1]([O:6][CH3:7])(=[O:5])[C:2]([CH3:4])=[CH2:3].[CH3:7][O:6][C:1]([CH2:2][O:12][C:8](=[O:13])[C:9]([CH3:11])=[CH2:10])=[O:5]. The catalyst class is: 5.